Predict the reaction yield, written as a fraction of the theoretical maximum amount of product (1.0 means a 100% yield; for example, 0.34 means a 34% yield). From a dataset of Reaction yield outcomes from USPTO patents with 853,638 reactions. The reactants are [F:1][C:2]1[CH:7]=[CH:6][C:5]([C@H:8]([NH:10][C:11]([C@H:13]2[CH2:18][CH2:17][C@H:16]([NH:19][S:20]([C:23]3[CH:28]=[CH:27][C:26]([OH:29])=[C:25]([O:30][CH3:31])[CH:24]=3)(=[O:22])=[O:21])[CH2:15][CH2:14]2)=[O:12])[CH3:9])=[CH:4][CH:3]=1.I[CH:33]([CH3:35])[CH3:34].C([O-])([O-])=O.[K+].[K+]. The catalyst is [I-].C([N+](CCCC)(CCCC)CCCC)CCC.CN(C=O)C. The product is [F:1][C:2]1[CH:7]=[CH:6][C:5]([C@H:8]([NH:10][C:11]([C@H:13]2[CH2:18][CH2:17][C@H:16]([NH:19][S:20]([C:23]3[CH:28]=[CH:27][C:26]([O:29][CH:33]([CH3:35])[CH3:34])=[C:25]([O:30][CH3:31])[CH:24]=3)(=[O:22])=[O:21])[CH2:15][CH2:14]2)=[O:12])[CH3:9])=[CH:4][CH:3]=1. The yield is 0.420.